From a dataset of Full USPTO retrosynthesis dataset with 1.9M reactions from patents (1976-2016). Predict the reactants needed to synthesize the given product. (1) The reactants are: [CH:1]1([C:4]2[N:5]=[C:6]3[CH:11]=[N:10][CH:9]=[CH:8][N:7]3[C:12]=2[NH2:13])[CH2:3][CH2:2]1.N1C=CC=CC=1.[F:20][C:21]([F:32])([F:31])[C:22](O[C:22](=[O:23])[C:21]([F:32])([F:31])[F:20])=[O:23]. Given the product [CH:1]1([C:4]2[N:5]=[C:6]3[CH:11]=[N:10][CH:9]=[CH:8][N:7]3[C:12]=2[NH:13][C:22](=[O:23])[C:21]([F:32])([F:31])[F:20])[CH2:3][CH2:2]1, predict the reactants needed to synthesize it. (2) Given the product [F:1][C:2]1[CH:49]=[CH:48][CH:47]=[C:46]([F:50])[C:3]=1[C:4]([NH:6][C:7]1[CH:12]=[C:11]([C:13]2[C:21]([C:22]3[CH:27]=[CH:26][N:25]=[C:24]([NH:28][C:29]4[CH:38]=[C:37]5[C:32]([CH2:33][CH2:34][NH:35][CH2:36]5)=[CH:31][CH:30]=4)[N:23]=3)=[C:16]3[CH:17]=[CH:18][CH:19]=[CH:20][N:15]3[N:14]=2)[CH:10]=[CH:9][C:8]=1[O:54][CH3:53])=[O:5], predict the reactants needed to synthesize it. The reactants are: [F:1][C:2]1[CH:49]=[CH:48][CH:47]=[C:46]([F:50])[C:3]=1[C:4]([NH:6][C:7]1[CH:12]=[C:11]([C:13]2[C:21]([C:22]3[CH:27]=[CH:26][N:25]=[C:24]([NH:28][C:29]4[CH:38]=[C:37]5[C:32]([CH2:33][CH2:34][N:35](C(=O)C(F)(F)F)[CH2:36]5)=[CH:31][CH:30]=4)[N:23]=3)=[C:16]3[CH:17]=[CH:18][CH:19]=[CH:20][N:15]3[N:14]=2)[CH:10]=[CH:9][C:8]=1F)=[O:5].C1C[O:54][CH2:53]C1.[Li+].[OH-]. (3) Given the product [O:21]=[C:4]1[CH:5]=[C:6]([CH:8]2[CH2:9][CH2:10][N:11]([C:14]([O:16][C:17]([CH3:18])([CH3:19])[CH3:20])=[O:15])[CH2:12][CH2:13]2)[N:30]2[N:31]=[C:32]3[C:28]([CH:27]=[CH:26][CH:25]=[C:24]3[C:23]([F:34])([F:22])[F:35])=[C:29]2[NH:33]1, predict the reactants needed to synthesize it. The reactants are: C(O[C:4](=[O:21])[CH2:5][C:6]([CH:8]1[CH2:13][CH2:12][N:11]([C:14]([O:16][C:17]([CH3:20])([CH3:19])[CH3:18])=[O:15])[CH2:10][CH2:9]1)=O)C.[F:22][C:23]([F:35])([F:34])[C:24]1[CH:25]=[CH:26][CH:27]=[C:28]2[C:32]=1[NH:31][N:30]=[C:29]2[NH2:33].P([O-])([O-])([O-])=O.[K+].[K+].[K+].Cl. (4) Given the product [F:21][C:20]1[CH:19]=[C:18]2[C:14]([CH:15]=[N:16][N:17]2[CH3:22])=[CH:13][C:12]=1[CH2:11][C:8]1[N:6]2[N:7]=[C:2]([C:35]3[CH:34]=[N:33][N:32]([CH2:31][CH2:30][O:29][CH:24]4[CH2:25][CH2:26][CH2:27][CH2:28][O:23]4)[CH:36]=3)[CH:3]=[CH:4][C:5]2=[N:10][CH:9]=1, predict the reactants needed to synthesize it. The reactants are: Cl[C:2]1[CH:3]=[CH:4][C:5]2[N:6]([C:8]([CH2:11][C:12]3[CH:13]=[C:14]4[C:18](=[CH:19][C:20]=3[F:21])[N:17]([CH3:22])[N:16]=[CH:15]4)=[CH:9][N:10]=2)[N:7]=1.[O:23]1[CH2:28][CH2:27][CH2:26][CH2:25][CH:24]1[O:29][CH2:30][CH2:31][N:32]1[CH:36]=[C:35](B2OC(C)(C)C(C)(C)O2)[CH:34]=[N:33]1. (5) The reactants are: [O:1]=[C:2]1[CH:11]=[CH:10][C:9]2[C:4](=[CH:5][CH:6]=[C:7]([C:12]#[C:13][Si](C)(C)C)[CH:8]=2)[N:3]1[CH2:18][C:19]([O:21]C)=[O:20].O[Li].O. Given the product [C:12]([C:7]1[CH:8]=[C:9]2[C:4](=[CH:5][CH:6]=1)[N:3]([CH2:18][C:19]([OH:21])=[O:20])[C:2](=[O:1])[CH:11]=[CH:10]2)#[CH:13], predict the reactants needed to synthesize it. (6) Given the product [CH2:16]([O:20][C:18](=[O:19])[C:8](=[O:10])[CH:7]([NH:6][C:1](=[O:5])[CH2:2][CH2:3][CH3:4])[CH3:11])[CH3:17], predict the reactants needed to synthesize it. The reactants are: [C:1]([NH:6][CH:7]([CH3:11])[C:8]([OH:10])=O)(=[O:5])[CH2:2][CH2:3][CH3:4].N1[CH:17]=[CH:16]C=CC=1.[C:18](=O)([OH:20])[O-:19].[Na+]. (7) The reactants are: Br[CH2:2][CH2:3][CH2:4][CH2:5][N:6]1[CH2:10][CH2:9][CH2:8][C:7]1=[O:11].[CH2:12]([N:19]1[CH2:24][CH2:23][NH:22][CH2:21][CH2:20]1)[C:13]1[CH:18]=[CH:17][CH:16]=[CH:15][CH:14]=1.[OH-].[Na+]. Given the product [CH2:12]([N:19]1[CH2:24][CH2:23][N:22]([CH2:2][CH2:3][CH2:4][CH2:5][N:6]2[CH2:10][CH2:9][CH2:8][C:7]2=[O:11])[CH2:21][CH2:20]1)[C:13]1[CH:14]=[CH:15][CH:16]=[CH:17][CH:18]=1, predict the reactants needed to synthesize it.